From a dataset of Forward reaction prediction with 1.9M reactions from USPTO patents (1976-2016). Predict the product of the given reaction. Given the reactants [CH:1]1([S:4](Cl)(=[O:6])=[O:5])[CH2:3][CH2:2]1.[NH2:8][C:9]1[C:14]([NH:15][C:16]2[CH:21]=[CH:20][C:19]([Br:22])=[CH:18][C:17]=2[F:23])=[C:13]([CH3:24])[C:12](=[O:25])[N:11]2[CH2:26][CH2:27][N:28]([CH2:29][C:30]3[CH:35]=[CH:34][CH:33]=[CH:32][CH:31]=3)[C:10]=12.C(OC(=O)C)C, predict the reaction product. The product is: [CH2:29]([N:28]1[C:10]2=[C:9]([NH:8][S:4]([CH:1]3[CH2:3][CH2:2]3)(=[O:6])=[O:5])[C:14]([NH:15][C:16]3[CH:21]=[CH:20][C:19]([Br:22])=[CH:18][C:17]=3[F:23])=[C:13]([CH3:24])[C:12](=[O:25])[N:11]2[CH2:26][CH2:27]1)[C:30]1[CH:35]=[CH:34][CH:33]=[CH:32][CH:31]=1.